From a dataset of Catalyst prediction with 721,799 reactions and 888 catalyst types from USPTO. Predict which catalyst facilitates the given reaction. Reactant: Br[C:2]1[C:10]2[O:9][CH2:8][C@@H:7]([N:11]([C:26](=[O:31])[C:27]([F:30])([F:29])[F:28])[C:12]3[CH:25]=[CH:24][C:15]4[C@H:16]([CH2:19][C:20]([O:22][CH3:23])=[O:21])[CH2:17][O:18][C:14]=4[CH:13]=3)[C:6]=2[CH:5]=[CH:4][CH:3]=1.[F:32][C:33]1[C:39]([F:40])=[CH:38][CH:37]=[C:36]([N+:41]([O-:43])=[O:42])[C:34]=1[NH2:35].P([O-])([O-])([O-])=O.[K+].[K+].[K+].C1(P(C2CCCCC2)C2C=CC=CC=2C2C(C(C)C)=CC(C(C)C)=CC=2C(C)C)CCCCC1. Product: [F:32][C:33]1[C:39]([F:40])=[CH:38][CH:37]=[C:36]([N+:41]([O-:43])=[O:42])[C:34]=1[NH:35][C:2]1[C:10]2[O:9][CH2:8][C@@H:7]([N:11]([C:26](=[O:31])[C:27]([F:30])([F:29])[F:28])[C:12]3[CH:25]=[CH:24][C:15]4[C@H:16]([CH2:19][C:20]([O:22][CH3:23])=[O:21])[CH2:17][O:18][C:14]=4[CH:13]=3)[C:6]=2[CH:5]=[CH:4][CH:3]=1. The catalyst class is: 101.